This data is from Peptide-MHC class II binding affinity with 134,281 pairs from IEDB. The task is: Regression. Given a peptide amino acid sequence and an MHC pseudo amino acid sequence, predict their binding affinity value. This is MHC class II binding data. (1) The binding affinity (normalized) is 0. The MHC is HLA-DPA10301-DPB10402 with pseudo-sequence HLA-DPA10301-DPB10402. The peptide sequence is GMTGCGNTPIFKSGR. (2) The MHC is DRB1_1101 with pseudo-sequence DRB1_1101. The peptide sequence is GELQGVDKIDAAFKI. The binding affinity (normalized) is 0.532.